Dataset: Peptide-MHC class I binding affinity with 185,985 pairs from IEDB/IMGT. Task: Regression. Given a peptide amino acid sequence and an MHC pseudo amino acid sequence, predict their binding affinity value. This is MHC class I binding data. (1) The peptide sequence is FTNMEVQLV. The MHC is HLA-A02:03 with pseudo-sequence HLA-A02:03. The binding affinity (normalized) is 0.655. (2) The peptide sequence is RPRPRTPEW. The binding affinity (normalized) is 0.213. The MHC is HLA-A30:01 with pseudo-sequence HLA-A30:01. (3) The peptide sequence is FANHDFTLV. The MHC is HLA-A68:02 with pseudo-sequence HLA-A68:02. The binding affinity (normalized) is 0.722. (4) The peptide sequence is FLKEQGGL. The MHC is HLA-A26:01 with pseudo-sequence HLA-A26:01. The binding affinity (normalized) is 0. (5) The peptide sequence is YLLLTTNGT. The MHC is HLA-B27:05 with pseudo-sequence HLA-B27:05. The binding affinity (normalized) is 0.213. (6) The peptide sequence is NSESGNSRY. The MHC is HLA-A80:01 with pseudo-sequence HLA-A80:01. The binding affinity (normalized) is 0.0847. (7) The binding affinity (normalized) is 0.181. The peptide sequence is NRDKTEAILQ. The MHC is H-2-Db with pseudo-sequence H-2-Db. (8) The peptide sequence is HLREYQDLL. The MHC is HLA-A02:03 with pseudo-sequence HLA-A02:03. The binding affinity (normalized) is 0.525.